From a dataset of Full USPTO retrosynthesis dataset with 1.9M reactions from patents (1976-2016). Predict the reactants needed to synthesize the given product. Given the product [CH2:34]([O:33][C:27]1[CH:26]=[C:25]([C:7]2[CH:8]=[CH:9][C:4]([C:1]([O:3][CH3:13])=[O:2])=[CH:5][CH:6]=2)[CH:30]=[C:29]([CH:31]=[O:32])[CH:28]=1)[C:35]1[CH:36]=[CH:37][CH:38]=[CH:39][CH:40]=1, predict the reactants needed to synthesize it. The reactants are: [C:1]([C:4]1[CH:9]=[CH:8][C:7](B(O)O)=[CH:6][CH:5]=1)([OH:3])=[O:2].[C:13]([O-])([O-])=O.[Na+].[Na+].FC(F)(F)S(O[C:25]1[CH:30]=[C:29]([CH:31]=[O:32])[CH:28]=[C:27]([O:33][CH2:34][C:35]2[CH:40]=[CH:39][CH:38]=[CH:37][CH:36]=2)[CH:26]=1)(=O)=O.CI.C([O-])([O-])=O.[K+].[K+].